From a dataset of Catalyst prediction with 721,799 reactions and 888 catalyst types from USPTO. Predict which catalyst facilitates the given reaction. Reactant: [NH2:1][C@H:2]1[CH2:7][CH2:6][C@H:5]([NH:8][C:9]2[CH:10]=[C:11]([NH2:18])[C:12]3[N:13]([CH:15]=[CH:16][N:17]=3)[N:14]=2)[CH2:4][CH2:3]1.CCOC1C=CC(N)=CC=1.C(N(CC)CC)C.[CH3:36][C:37]([O:40][C:41](O[C:41]([O:40][C:37]([CH3:39])([CH3:38])[CH3:36])=[O:42])=[O:42])([CH3:39])[CH3:38]. Product: [NH2:18][C:11]1[C:12]2[N:13]([CH:15]=[CH:16][N:17]=2)[N:14]=[C:9]([NH:8][C@H:5]2[CH2:6][CH2:7][C@H:2]([NH:1][C:41](=[O:42])[O:40][C:37]([CH3:39])([CH3:38])[CH3:36])[CH2:3][CH2:4]2)[CH:10]=1. The catalyst class is: 1.